Task: Regression. Given two drug SMILES strings and cell line genomic features, predict the synergy score measuring deviation from expected non-interaction effect.. Dataset: NCI-60 drug combinations with 297,098 pairs across 59 cell lines (1) Drug 1: CCC1=C2CN3C(=CC4=C(C3=O)COC(=O)C4(CC)O)C2=NC5=C1C=C(C=C5)O. Drug 2: C1CN(P(=O)(OC1)NCCCl)CCCl. Cell line: OVCAR-5. Synergy scores: CSS=20.9, Synergy_ZIP=-5.13, Synergy_Bliss=1.46, Synergy_Loewe=-15.4, Synergy_HSA=2.21. (2) Drug 1: CC=C1C(=O)NC(C(=O)OC2CC(=O)NC(C(=O)NC(CSSCCC=C2)C(=O)N1)C(C)C)C(C)C. Drug 2: CC1=C(N=C(N=C1N)C(CC(=O)N)NCC(C(=O)N)N)C(=O)NC(C(C2=CN=CN2)OC3C(C(C(C(O3)CO)O)O)OC4C(C(C(C(O4)CO)O)OC(=O)N)O)C(=O)NC(C)C(C(C)C(=O)NC(C(C)O)C(=O)NCCC5=NC(=CS5)C6=NC(=CS6)C(=O)NCCC[S+](C)C)O. Cell line: T-47D. Synergy scores: CSS=13.9, Synergy_ZIP=-4.46, Synergy_Bliss=-4.06, Synergy_Loewe=-3.91, Synergy_HSA=-3.14.